From a dataset of hERG Central: cardiac toxicity at 1µM, 10µM, and general inhibition. Predict hERG channel inhibition at various concentrations. (1) The molecule is O=C(NCCc1c[nH]c2ccccc12)/C(=C\c1cccnc1)NC(=O)c1ccco1. Results: hERG_inhib (hERG inhibition (general)): blocker. (2) The compound is Cc1ccc(-n2cc(CN3CCC(CO)(Cc4cccc(C(F)(F)F)c4)CC3)cn2)cc1. Results: hERG_inhib (hERG inhibition (general)): blocker. (3) The drug is CCCCc1cc(=O)oc2cc(OCC(=O)NC3CCN(Cc4ccccc4)CC3)ccc12. Results: hERG_inhib (hERG inhibition (general)): blocker. (4) The compound is COc1cccc(NC(=O)CSc2nc3c(sc4ccccc43)c(=O)n2CCCN2CCCC2)c1. Results: hERG_inhib (hERG inhibition (general)): blocker.